Dataset: Full USPTO retrosynthesis dataset with 1.9M reactions from patents (1976-2016). Task: Predict the reactants needed to synthesize the given product. Given the product [Cl:42][C:26]1[C:27]([NH:29][C:30]2[CH:35]=[CH:34][CH:33]=[CH:32][C:31]=2[S:36]([N:39]([CH3:41])[CH3:40])(=[O:38])=[O:37])=[N:28][C:23]([NH:21][C:4]2[C:3]([O:2][CH3:1])=[CH:20][C:7]3[CH2:8][CH2:9][N:10]([CH:13]([CH2:14][O:15][CH3:16])[CH2:17][O:18][CH3:19])[CH2:11][CH2:12][C:6]=3[CH:5]=2)=[N:24][CH:25]=1, predict the reactants needed to synthesize it. The reactants are: [CH3:1][O:2][C:3]1[C:4]([NH2:21])=[CH:5][C:6]2[CH2:12][CH2:11][N:10]([CH:13]([CH2:17][O:18][CH3:19])[CH2:14][O:15][CH3:16])[CH2:9][CH2:8][C:7]=2[CH:20]=1.Cl[C:23]1[N:28]=[C:27]([NH:29][C:30]2[CH:35]=[CH:34][CH:33]=[CH:32][C:31]=2[S:36]([N:39]([CH3:41])[CH3:40])(=[O:38])=[O:37])[C:26]([Cl:42])=[CH:25][N:24]=1.